Dataset: Forward reaction prediction with 1.9M reactions from USPTO patents (1976-2016). Task: Predict the product of the given reaction. Given the reactants C(Cl)CCl.C1C=[CH:7][C:8]2[N:13](O)N=N[C:9]=2[CH:10]=1.[C:15]([C:17]1[CH:22]=[CH:21][C:20]([C:23]2[CH:24]=[N:25][N:26]([C:29]3[CH:37]=[CH:36][C:32]([C:33]([OH:35])=O)=[CH:31][N:30]=3)[C:27]=2[OH:28])=[CH:19][CH:18]=1)#[N:16].Cl.CC1(N)CC1.CCN(C(C)C)C(C)C, predict the reaction product. The product is: [C:15]([C:17]1[CH:18]=[CH:19][C:20]([C:23]2[CH:24]=[N:25][N:26]([C:29]3[CH:37]=[CH:36][C:32]([C:33]([NH:13][C:8]4([CH3:7])[CH2:10][CH2:9]4)=[O:35])=[CH:31][N:30]=3)[C:27]=2[OH:28])=[CH:21][CH:22]=1)#[N:16].